Predict which catalyst facilitates the given reaction. From a dataset of Catalyst prediction with 721,799 reactions and 888 catalyst types from USPTO. (1) Reactant: [CH3:1][O:2][C:3](=[O:25])[C:4]1[CH:9]=[CH:8][C:7]([NH:10][CH2:11][CH2:12][N:13]([C:15]([O:17][C:18]([CH3:21])([CH3:20])[CH3:19])=[O:16])[CH3:14])=[C:6]([N+:22]([O-])=O)[CH:5]=1. Product: [CH3:1][O:2][C:3](=[O:25])[C:4]1[CH:9]=[CH:8][C:7]([NH:10][CH2:11][CH2:12][N:13]([C:15]([O:17][C:18]([CH3:19])([CH3:21])[CH3:20])=[O:16])[CH3:14])=[C:6]([NH2:22])[CH:5]=1. The catalyst class is: 515. (2) Reactant: C[O:2][C:3](=[O:34])[CH:4]([CH2:24][CH:25]=[CH:26][CH2:27][P:28]([O:32][CH3:33])([O:30][CH3:31])=[O:29])[CH2:5][C:6]([CH3:23])=[CH:7][CH2:8][C:9]1[C:10]([OH:22])=[C:11]2[C:15](=[C:16]([CH3:20])[C:17]=1[O:18][CH3:19])[CH2:14][O:13][C:12]2=[O:21].O.CO.O[Li].O. Product: [CH3:31][O:30][P:28]([CH2:27][CH:26]=[CH:25][CH2:24][CH:4]([CH2:5][C:6]([CH3:23])=[CH:7][CH2:8][C:9]1[C:10]([OH:22])=[C:11]2[C:15](=[C:16]([CH3:20])[C:17]=1[O:18][CH3:19])[CH2:14][O:13][C:12]2=[O:21])[C:3]([OH:34])=[O:2])([O:32][CH3:33])=[O:29]. The catalyst class is: 1. (3) Reactant: [N:1]1[CH:6]=[CH:5][CH:4]=[CH:3][C:2]=1[NH:7][CH2:8][C:9]1([C:15]2[CH:20]=[CH:19][C:18]([OH:21])=[CH:17][CH:16]=2)[CH2:14][CH2:13][O:12][CH2:11][CH2:10]1.Cl.Cl[CH2:24][CH2:25][CH2:26][N:27]1[CH2:32][CH2:31][CH2:30][CH2:29][CH2:28]1.C(=O)([O-])[O-].[K+].[K+]. Product: [N:27]1([CH2:26][CH2:25][CH2:24][O:21][C:18]2[CH:19]=[CH:20][C:15]([C:9]3([CH2:8][NH:7][C:2]4[CH:3]=[CH:4][CH:5]=[CH:6][N:1]=4)[CH2:10][CH2:11][O:12][CH2:13][CH2:14]3)=[CH:16][CH:17]=2)[CH2:32][CH2:31][CH2:30][CH2:29][CH2:28]1. The catalyst class is: 3. (4) Reactant: [N+:1]([C:4]1[CH:5]=[C:6]([CH:8]=[CH:9][CH:10]=1)[NH2:7])([O-:3])=[O:2].[F:11][C:12]([F:23])([F:22])[C:13]1[CH:14]=[C:15]([CH:19]=[CH:20][CH:21]=1)[C:16](O)=[O:17].F[P-](F)(F)(F)(F)F.N1(OC(N(C)C)=[N+](C)C)C2N=CC=CC=2N=N1.CCN(C(C)C)C(C)C. Product: [N+:1]([C:4]1[CH:5]=[C:6]([NH:7][C:16](=[O:17])[C:15]2[CH:19]=[CH:20][CH:21]=[C:13]([C:12]([F:11])([F:22])[F:23])[CH:14]=2)[CH:8]=[CH:9][CH:10]=1)([O-:3])=[O:2]. The catalyst class is: 35.